This data is from Catalyst prediction with 721,799 reactions and 888 catalyst types from USPTO. The task is: Predict which catalyst facilitates the given reaction. (1) Reactant: [CH3:1][C:2]([N+:8]([O-:10])=[O:9])([CH3:7])[CH2:3][CH2:4][CH2:5][OH:6].C(N(CC)CC)C.[CH3:18][S:19](Cl)(=[O:21])=[O:20]. Product: [CH3:18][S:19]([O:6][CH2:5][CH2:4][CH2:3][C:2]([CH3:7])([N+:8]([O-:10])=[O:9])[CH3:1])(=[O:21])=[O:20]. The catalyst class is: 2. (2) Reactant: [Br:1][C:2]1[C:3]([Cl:20])=[C:4]([C:16]([F:19])([F:18])[F:17])[C:5]([NH:8]C(=O)OC(C)(C)C)=[N:6][CH:7]=1.C(O)(C(F)(F)F)=O. Product: [Br:1][C:2]1[C:3]([Cl:20])=[C:4]([C:16]([F:17])([F:18])[F:19])[C:5]([NH2:8])=[N:6][CH:7]=1. The catalyst class is: 2.